Dataset: Forward reaction prediction with 1.9M reactions from USPTO patents (1976-2016). Task: Predict the product of the given reaction. (1) The product is: [CH3:21][O:22][C:23]1[CH:24]=[C:25]([C:2]2[C:7]([C:8]3[CH:13]=[CH:12][C:11]([F:14])=[CH:10][CH:9]=3)=[C:6]([CH3:15])[N:5]=[CH:4][C:3]=2[C:16]([O:18][CH2:19][CH3:20])=[O:17])[CH:26]=[C:27]([O:29][CH3:30])[CH:28]=1. Given the reactants Cl[C:2]1[C:7]([C:8]2[CH:13]=[CH:12][C:11]([F:14])=[CH:10][CH:9]=2)=[C:6]([CH3:15])[N:5]=[CH:4][C:3]=1[C:16]([O:18][CH2:19][CH3:20])=[O:17].[CH3:21][O:22][C:23]1[CH:24]=[C:25](B2OC(C)(C)C(C)(C)O2)[CH:26]=[C:27]([O:29][CH3:30])[CH:28]=1.P([O-])([O-])([O-])=O.[K+].[K+].[K+].C1(P(C2CCCCC2)C2C=CC=CC=2C2C(OC)=CC=CC=2OC)CCCCC1, predict the reaction product. (2) Given the reactants [N+:1]([C:4]1[C:9]([O:10][CH3:11])=[CH:8][CH:7]=[CH:6][N:5]=1)([O-])=O.Cl[CH2:13][P:14](=[O:21])([O:18][CH2:19][CH3:20])[O:15][CH2:16][CH3:17].C(O[Na])(C)(C)C.Cl, predict the reaction product. The product is: [CH2:16]([O:15][P:14]([CH2:13][C:7]1[CH:6]=[N:5][C:4]([NH2:1])=[C:9]([O:10][CH3:11])[CH:8]=1)(=[O:21])[O:18][CH2:19][CH3:20])[CH3:17]. (3) Given the reactants [CH3:1][O:2][C:3]1[CH:8]=[CH:7][C:6]([NH2:9])=[C:5]([N+:10]([O-:12])=[O:11])[CH:4]=1.[Br:13][C:14]1[CH:19]=[CH:18][CH:17]=[CH:16][C:15]=1[CH2:20]Br.C([O-])([O-])=O.[K+].[K+], predict the reaction product. The product is: [Br:13][C:14]1[CH:19]=[CH:18][CH:17]=[CH:16][C:15]=1[CH2:20][NH:9][C:6]1[CH:7]=[CH:8][C:3]([O:2][CH3:1])=[CH:4][C:5]=1[N+:10]([O-:12])=[O:11]. (4) Given the reactants [CH:1]1([C:4]2[N:8]([CH3:9])[C:7]3[CH:10]=[C:11]([N:14]4[CH:19]=[CH:18][C:17]([OH:20])=[CH:16][C:15]4=[O:21])[CH:12]=[CH:13][C:6]=3[N:5]=2)[CH2:3][CH2:2]1.[Cl:22][C:23]1[S:24][C:25]([Cl:30])=[CH:26][C:27]=1[CH2:28]O.C(P(CCCC)CCCC)CCC.N(C(N1CCCCC1)=O)=NC(N1CCCCC1)=O, predict the reaction product. The product is: [CH:1]1([C:4]2[N:8]([CH3:9])[C:7]3[CH:10]=[C:11]([N:14]4[CH:19]=[CH:18][C:17]([O:20][CH2:28][C:27]5[CH:26]=[C:25]([Cl:30])[S:24][C:23]=5[Cl:22])=[CH:16][C:15]4=[O:21])[CH:12]=[CH:13][C:6]=3[N:5]=2)[CH2:2][CH2:3]1. (5) Given the reactants [F:1][C:2]1[CH:3]=[C:4]([CH:29]=[C:30]([N:32]2[CH2:37][CH2:36][CH2:35][CH2:34][CH2:33]2)[CH:31]=1)[C:5]([NH:7][C:8]1[C:17]2[C:12](=[CH:13][CH:14]=[CH:15][CH:16]=2)[C:11]([O:18][C:19]2[CH:24]=[CH:23][N:22]=[C:21](S(C)(=O)=O)[N:20]=2)=[CH:10][CH:9]=1)=[O:6].[NH:38]1[CH2:43][CH2:42][CH2:41][CH2:40][CH2:39]1, predict the reaction product. The product is: [F:1][C:2]1[CH:3]=[C:4]([CH:29]=[C:30]([N:32]2[CH2:37][CH2:36][CH2:35][CH2:34][CH2:33]2)[CH:31]=1)[C:5]([NH:7][C:8]1[C:17]2[C:12](=[CH:13][CH:14]=[CH:15][CH:16]=2)[C:11]([O:18][C:19]2[CH:24]=[CH:23][N:22]=[C:21]([N:38]3[CH2:43][CH2:42][CH2:41][CH2:40][CH2:39]3)[N:20]=2)=[CH:10][CH:9]=1)=[O:6].